This data is from Full USPTO retrosynthesis dataset with 1.9M reactions from patents (1976-2016). The task is: Predict the reactants needed to synthesize the given product. (1) Given the product [F:16][C:8]1[C:9]([C:10]2[CH:15]=[CH:14][CH:13]=[CH:12][CH:11]=2)=[C:4]([O:31][CH3:35])[C:5](=[O:30])[N:6]([CH2:17][CH2:18][C@@:19]([CH3:29])([S:25]([CH3:28])(=[O:27])=[O:26])[C:20]([OH:1])=[O:21])[CH:7]=1, predict the reactants needed to synthesize it. The reactants are: [OH-:1].[K+].F[C:4]1[C:5](=[O:30])[N:6]([CH2:17][CH2:18][C@@:19]([CH3:29])([S:25]([CH3:28])(=[O:27])=[O:26])[C:20](OCC)=[O:21])[CH:7]=[C:8]([F:16])[C:9]=1[C:10]1[CH:15]=[CH:14][CH:13]=[CH:12][CH:11]=1.[O:31]1[CH2:35]CCC1.CO.O. (2) Given the product [F:11][C:12]1[CH:17]=[C:16]([C:18]2[NH:1][N:2]=[C:3]([C:5]3[CH:10]=[CH:9][CH:8]=[CH:7][N:6]=3)[N:4]=2)[CH:15]=[CH:14][C:13]=1[C:20]1[CH:21]=[CH:22][CH:23]=[CH:24][CH:25]=1, predict the reactants needed to synthesize it. The reactants are: [NH2:1][NH:2][C:3]([C:5]1[CH:10]=[CH:9][CH:8]=[CH:7][N:6]=1)=[NH:4].[F:11][C:12]1[CH:17]=[C:16]([CH:18]=O)[CH:15]=[CH:14][C:13]=1[C:20]1[CH:25]=[CH:24][CH:23]=[CH:22][CH:21]=1. (3) The reactants are: [F:1][C:2]1[CH:3]=[C:4]2[N:10]=[CH:9][N:8]([CH2:11][C:12]3[CH:23]=[CH:22][C:15]4[N:16]=[C:17](S(C)=O)[S:18][C:14]=4[CH:13]=3)[C:5]2=[N:6][CH:7]=1.[NH2:24][C@@H:25]1[CH2:30][CH2:29][CH2:28][CH2:27][C@H:26]1[OH:31].CCN(C(C)C)C(C)C. Given the product [F:1][C:2]1[CH:3]=[C:4]2[N:10]=[CH:9][N:8]([CH2:11][C:12]3[CH:23]=[CH:22][C:15]4[N:16]=[C:17]([NH:24][C@@H:25]5[CH2:30][CH2:29][CH2:28][CH2:27][C@H:26]5[OH:31])[S:18][C:14]=4[CH:13]=3)[C:5]2=[N:6][CH:7]=1, predict the reactants needed to synthesize it. (4) Given the product [CH2:13]([N:10]1[C:6]2=[N:7][C:8]([CH3:9])=[C:3]([CH2:2][NH:1][C:28]([C:25]3[S:24][C:23]([CH3:22])=[N:27][CH:26]=3)=[O:29])[C:4]([NH:15][CH:16]3[CH2:17][CH2:18][O:19][CH2:20][CH2:21]3)=[C:5]2[CH:12]=[N:11]1)[CH3:14], predict the reactants needed to synthesize it. The reactants are: [NH2:1][CH2:2][C:3]1[C:8]([CH3:9])=[N:7][C:6]2[N:10]([CH2:13][CH3:14])[N:11]=[CH:12][C:5]=2[C:4]=1[NH:15][CH:16]1[CH2:21][CH2:20][O:19][CH2:18][CH2:17]1.[CH3:22][C:23]1[S:24][C:25]([C:28](O)=[O:29])=[CH:26][N:27]=1. (5) Given the product [Cl:1][C:2]1[N:7]=[C:6]([NH:19][C:16]2[CH:15]=[C:14]([CH3:13])[NH:18][N:17]=2)[C:5]([N+:9]([O-:11])=[O:10])=[C:4]([O:21][CH3:20])[N:3]=1, predict the reactants needed to synthesize it. The reactants are: [Cl:1][C:2]1[N:7]=[C:6](Cl)[C:5]([N+:9]([O-:11])=[O:10])=[C:4](Cl)[N:3]=1.[CH3:13][C:14]1[NH:18][N:17]=[C:16]([NH2:19])[CH:15]=1.[CH3:20][O-:21].[Na+]. (6) Given the product [Br:1][C:2]1[CH:3]=[CH:4][C:5]2[N:6]([CH2:14][C:15](=[O:16])[N:8]=2)[CH:7]=1, predict the reactants needed to synthesize it. The reactants are: [Br:1][C:2]1[CH:3]=[CH:4][C:5]([NH2:8])=[N:6][CH:7]=1.O.ClCCl.Br[CH2:14][C:15](OCC)=[O:16]. (7) Given the product [C:61]1([C:23]([C:37]2[CH:38]=[C:39]3[C:44](=[CH:45][CH:46]=2)[N:43]=[C:42]([C:47]([F:48])([F:49])[F:50])[C:41]([C:51]2[CH:56]=[CH:55][CH:54]=[CH:53][CH:52]=2)=[C:40]3[C:57]([F:59])([F:60])[F:58])([CH:24]2[CH2:25][CH2:26][NH:27][CH2:28][CH2:29]2)[OH:22])[CH:66]=[CH:65][CH:64]=[CH:63][CH:62]=1.[C:15]([OH:17])([C:47]([F:50])([F:49])[F:48])=[O:16], predict the reactants needed to synthesize it. The reactants are: C(C1CCN([C:15]([O:17]C(C)(C)C)=[O:16])CC1)(=O)C1C=CC=CC=1.[OH:22][C:23]([C:61]1[CH:66]=[CH:65][CH:64]=[CH:63][CH:62]=1)([C:37]1[CH:38]=[C:39]2[C:44](=[CH:45][CH:46]=1)[N:43]=[C:42]([C:47]([F:50])([F:49])[F:48])[C:41]([C:51]1[CH:56]=[CH:55][CH:54]=[CH:53][CH:52]=1)=[C:40]2[C:57]([F:60])([F:59])[F:58])[CH:24]1[CH2:29][CH2:28][N:27](C(OC(C)(C)C)=O)[CH2:26][CH2:25]1.